From a dataset of NCI-60 drug combinations with 297,098 pairs across 59 cell lines. Regression. Given two drug SMILES strings and cell line genomic features, predict the synergy score measuring deviation from expected non-interaction effect. Drug 1: C1=NC2=C(N=C(N=C2N1C3C(C(C(O3)CO)O)O)F)N. Drug 2: CCCCC(=O)OCC(=O)C1(CC(C2=C(C1)C(=C3C(=C2O)C(=O)C4=C(C3=O)C=CC=C4OC)O)OC5CC(C(C(O5)C)O)NC(=O)C(F)(F)F)O. Cell line: SF-268. Synergy scores: CSS=40.8, Synergy_ZIP=-0.119, Synergy_Bliss=0.457, Synergy_Loewe=-15.0, Synergy_HSA=1.14.